Dataset: Reaction yield outcomes from USPTO patents with 853,638 reactions. Task: Predict the reaction yield, written as a fraction of the theoretical maximum amount of product (1.0 means a 100% yield; for example, 0.34 means a 34% yield). (1) The reactants are [CH3:1][C@H:2]1[CH2:7][NH:6][C@H:5]([CH3:8])[CH2:4][N:3]1[C@H:9]([C:16]1[CH:28]=[CH:27][C:19]([C:20]([N:22]([CH2:25][CH3:26])[CH2:23][CH3:24])=[O:21])=[CH:18][CH:17]=1)[C:10]1[CH:15]=[CH:14][CH:13]=[CH:12][CH:11]=1.[I-].[Na+].C(N(CC)CC)C.[F:38][C:39]1[CH:40]=[C:41]([CH:44]=[CH:45][CH:46]=1)[CH2:42]Br.FC(Br)C1C=CC=CC=1. The catalyst is C(#N)C. The product is [CH3:1][C@H:2]1[CH2:7][N:6]([CH2:42][C:41]2[CH:44]=[CH:45][CH:46]=[C:39]([F:38])[CH:40]=2)[C@H:5]([CH3:8])[CH2:4][N:3]1[C@H:9]([C:16]1[CH:17]=[CH:18][C:19]([C:20]([N:22]([CH2:25][CH3:26])[CH2:23][CH3:24])=[O:21])=[CH:27][CH:28]=1)[C:10]1[CH:11]=[CH:12][CH:13]=[CH:14][CH:15]=1. The yield is 0.892. (2) The reactants are [C:1]([O:7][CH2:8][C@H:9]([C:11]1[C:20]([CH3:21])=[CH:19][C:18]2[C:13](=[CH:14][CH:15]=[CH:16][CH:17]=2)[C:12]=1[Cl:22])[OH:10])(=[O:6])[C:2]([CH3:5])([CH3:4])[CH3:3].Cl(O)(=O)(=O)=O. The catalyst is C(OC(C)(C)C)(=O)C. The product is [C:1]([O:7][CH2:8][C@@H:9]([O:10][C:2]([CH3:4])([CH3:3])[CH3:1])[C:11]1[C:20]([CH3:21])=[CH:19][C:18]2[C:13](=[CH:14][CH:15]=[CH:16][CH:17]=2)[C:12]=1[Cl:22])(=[O:6])[C:2]([CH3:5])([CH3:4])[CH3:3]. The yield is 0.900.